This data is from Forward reaction prediction with 1.9M reactions from USPTO patents (1976-2016). The task is: Predict the product of the given reaction. (1) Given the reactants [CH:1]([C:5]1[CH:11]=[CH:10][CH:9]=[CH:8][C:6]=1[NH2:7])([CH2:3][CH3:4])[CH3:2].[Br:12]N1C(=O)CCC1=O, predict the reaction product. The product is: [CH:1]([C:5]1[CH:11]=[CH:10][CH:9]=[C:8]([Br:12])[C:6]=1[NH2:7])([CH2:3][CH3:4])[CH3:2]. (2) Given the reactants Br[C:2]1[N:6]2[CH:7]=[CH:8][N:9]=[C:10]([NH:11][CH2:12][CH2:13][OH:14])[C:5]2=[N:4][CH:3]=1.CS[C:17]1[N:22]=[C:21]([Sn](CCCC)(CCCC)CCCC)[CH:20]=[CH:19][N:18]=1.[NH2:36][C:37]1[CH:42]=[CH:41][CH:40]=[CH:39][CH:38]=1, predict the reaction product. The product is: [C:37]1([NH:36][C:17]2[N:18]=[C:19]([C:2]3[N:6]4[CH:7]=[CH:8][N:9]=[C:10]([NH:11][CH2:12][CH2:13][OH:14])[C:5]4=[N:4][CH:3]=3)[CH:20]=[CH:21][N:22]=2)[CH:42]=[CH:41][CH:40]=[CH:39][CH:38]=1. (3) Given the reactants [CH2:1]([OH:19])[CH2:2][CH2:3][CH2:4][CH2:5][CH2:6][CH2:7][CH2:8]/[CH:9]=[CH:10]\[CH2:11][CH2:12][CH2:13][CH2:14][CH2:15][CH2:16][CH2:17][CH3:18].[CH:20]1N=CN(C(N2C=NC=C2)=O)C=1.C(Cl)Cl.[NH2:35][C@H:36]([CH2:40][OH:41])[CH:37]([CH3:39])[CH3:38], predict the reaction product. The product is: [CH2:2]([C:1]([NH:35][C@H:36]([CH2:40][OH:41])[CH:37]([CH3:39])[CH3:38])=[O:19])[CH2:3][CH2:4][CH2:5][CH2:6][CH2:7][CH2:8][CH2:9]/[CH:10]=[CH:11]\[CH2:12][CH2:13][CH2:14][CH2:15][CH2:16][CH2:17][CH2:18][CH3:20]. (4) Given the reactants [F:1][CH2:2][CH2:3][N:4]1[CH2:9][CH:8]([OH:10])[C:7]2[S:11][CH:12]=[CH:13][C:6]=2[CH2:5]1.[Cl:14][C:15]1[C:20]([Cl:21])=[CH:19][CH:18]=[CH:17][C:16]=1F, predict the reaction product. The product is: [Cl:14][C:15]1[C:20]([Cl:21])=[CH:19][CH:18]=[CH:17][C:16]=1[O:10][CH:8]1[CH2:9][N:4]([CH2:3][CH2:2][F:1])[CH2:5][C:6]2[CH:13]=[CH:12][S:11][C:7]1=2. (5) Given the reactants C(N(CC)CC)C.[F:8][C:9]1[CH:17]=[C:16]([F:18])[C:15]([F:19])=[CH:14][C:10]=1[C:11](Cl)=[O:12].[CH:20]1([NH:25][C:26]([CH3:33])=[CH:27][C:28]([O:30][CH2:31][CH3:32])=[O:29])[CH2:24][CH2:23][CH2:22][CH2:21]1, predict the reaction product. The product is: [CH:20]1([NH:25][C:26]([CH3:33])=[C:27]([C:11](=[O:12])[C:10]2[CH:14]=[C:15]([F:19])[C:16]([F:18])=[CH:17][C:9]=2[F:8])[C:28]([O:30][CH2:31][CH3:32])=[O:29])[CH2:21][CH2:22][CH2:23][CH2:24]1. (6) Given the reactants [CH3:1][N:2]([CH3:17])[C:3]1([C:11]2[CH:16]=[CH:15][CH:14]=[CH:13][CH:12]=2)[CH2:8][CH2:7][CH:6]([CH:9]=[O:10])[CH2:5][CH2:4]1.[BH4-].[Na+].C(O)C, predict the reaction product. The product is: [CH3:1][N:2]([CH3:17])[C:3]1([C:11]2[CH:16]=[CH:15][CH:14]=[CH:13][CH:12]=2)[CH2:8][CH2:7][CH:6]([CH2:9][OH:10])[CH2:5][CH2:4]1. (7) Given the reactants [CH3:1][O:2][C:3]1[CH:28]=[CH:27][C:26]([O:29][CH3:30])=[CH:25][C:4]=1[C:5]([N:7]1[CH2:11][CH2:10][C:9]([C:19]2[CH:24]=[CH:23][CH:22]=[CH:21][CH:20]=2)([CH2:12][CH2:13]OS(C)(=O)=O)[CH2:8]1)=[O:6].I.[CH2:32]([O:34][CH2:35][CH2:36][N:37]1[C:41]2[CH:42]=[CH:43][CH:44]=[CH:45][C:40]=2[N:39]=[C:38]1[N:46]1[CH2:52][CH2:51][CH2:50][NH:49][CH2:48][CH2:47]1)[CH3:33], predict the reaction product. The product is: [CH3:1][O:2][C:3]1[CH:28]=[CH:27][C:26]([O:29][CH3:30])=[CH:25][C:4]=1[C:5]([N:7]1[CH2:11][CH2:10][C:9]([CH2:12][CH2:13][N:49]2[CH2:50][CH2:51][CH2:52][N:46]([C:38]3[N:37]([CH2:36][CH2:35][O:34][CH2:32][CH3:33])[C:41]4[CH:42]=[CH:43][CH:44]=[CH:45][C:40]=4[N:39]=3)[CH2:47][CH2:48]2)([C:19]2[CH:24]=[CH:23][CH:22]=[CH:21][CH:20]=2)[CH2:8]1)=[O:6].